Dataset: CYP3A4 inhibition data for predicting drug metabolism from PubChem BioAssay. Task: Regression/Classification. Given a drug SMILES string, predict its absorption, distribution, metabolism, or excretion properties. Task type varies by dataset: regression for continuous measurements (e.g., permeability, clearance, half-life) or binary classification for categorical outcomes (e.g., BBB penetration, CYP inhibition). Dataset: cyp3a4_veith. (1) The molecule is CC(=O)Nc1ccc(N2C(=O)CC(c3ccccc3)CC2=O)cc1. The result is 0 (non-inhibitor). (2) The compound is CCC/C=C(\CCC)C(NC(=O)c1ccccc1)c1ccc(C(=O)OC)cc1. The result is 1 (inhibitor).